Dataset: Forward reaction prediction with 1.9M reactions from USPTO patents (1976-2016). Task: Predict the product of the given reaction. (1) Given the reactants [Cl:1][C:2]1[C:11]2[C:6](=[C:7]([CH3:12])[CH:8]=[CH:9][CH:10]=2)[C:5]([C:13]([OH:15])=O)=[CH:4][N:3]=1.[NH:16]1[CH2:20][CH2:19][CH2:18][CH2:17]1, predict the reaction product. The product is: [Cl:1][C:2]1[C:11]2[C:6](=[C:7]([CH3:12])[CH:8]=[CH:9][CH:10]=2)[C:5]([C:13]([N:16]2[CH2:20][CH2:19][CH2:18][CH2:17]2)=[O:15])=[CH:4][N:3]=1. (2) Given the reactants CC1(C)C(C)(C)OB([C:9]2[C:18]3[C:13](=[CH:14][CH:15]=[CH:16][CH:17]=3)[CH:12]=[CH:11][C:10]=2[CH3:19])O1.[Cl:21][C:22]1[CH:23]=[C:24]([CH2:28][N:29]2[CH:33]=[CH:32][N:31]=[C:30]2[CH3:34])[N:25]=[N:26][CH:27]=1, predict the reaction product. The product is: [ClH:21].[CH3:34][C:30]1[N:29]([CH2:28][C:24]2[N:25]=[N:26][CH:27]=[C:22]([C:9]3[C:18]4[C:13](=[CH:14][CH:15]=[CH:16][CH:17]=4)[CH:12]=[CH:11][C:10]=3[CH3:19])[CH:23]=2)[CH:33]=[CH:32][N:31]=1. (3) The product is: [F:41][CH:11]([F:10])[C:12]1[N:16]([C:17]2[N:22]=[C:21]([N:23]3[CH2:24][CH2:25][O:26][CH2:27][CH2:28]3)[N:20]=[C:19]([N:29]3[CH2:34][CH2:33][N:32]([S:44]([CH2:47][CH2:48][C:49]4[CH:54]=[CH:53][CH:52]=[CH:51][N:50]=4)(=[O:45])=[O:46])[CH2:31][CH2:30]3)[N:18]=2)[C:15]2[CH:35]=[CH:36][CH:37]=[C:38]([O:39][CH3:40])[C:14]=2[N:13]=1. Given the reactants CCN(C(C)C)C(C)C.[F:10][CH:11]([F:41])[C:12]1[N:16]([C:17]2[N:22]=[C:21]([N:23]3[CH2:28][CH2:27][O:26][CH2:25][CH2:24]3)[N:20]=[C:19]([N:29]3[CH2:34][CH2:33][NH:32][CH2:31][CH2:30]3)[N:18]=2)[C:15]2[CH:35]=[CH:36][CH:37]=[C:38]([O:39][CH3:40])[C:14]=2[N:13]=1.[Cl-].Cl[S:44]([CH2:47][CH2:48][C:49]1[CH:54]=[CH:53][CH:52]=[CH:51][NH+:50]=1)(=[O:46])=[O:45].O, predict the reaction product. (4) Given the reactants [Cl:1][C:2]1[CH:3]=[CH:4][C:5]([CH:23]=[O:24])=[C:6]2[C:10]=1[N:9]=[C:8]1[N:11]([C:15]3[CH:20]=[CH:19][C:18]([Cl:21])=[CH:17][C:16]=3[Cl:22])[CH2:12][CH2:13][CH2:14][N:7]21.C[Si](C)(C)[C:27]([F:30])([F:29])[F:28].[F-].C([N+](CCCC)(CCCC)CCCC)CCC.Cl, predict the reaction product. The product is: [Cl:1][C:2]1[C:10]2[N:9]=[C:8]3[N:11]([C:15]4[CH:20]=[CH:19][C:18]([Cl:21])=[CH:17][C:16]=4[Cl:22])[CH2:12][CH2:13][CH2:14][N:7]3[C:6]=2[C:5]([CH:23]([OH:24])[C:27]([F:30])([F:29])[F:28])=[CH:4][CH:3]=1. (5) Given the reactants [CH2:1]([C:3]1[C:4]([C:19]#[N:20])=[C:5]2[NH:18][CH:17]=[CH:16][N:6]2[C:7](=O)[C:8]=1[CH2:9][CH2:10][CH2:11][CH2:12][CH2:13][CH3:14])[CH3:2].P(Cl)(Cl)([Cl:23])=O, predict the reaction product. The product is: [Cl:23][C:7]1[N:6]2[CH:16]=[CH:17][N:18]=[C:5]2[C:4]([C:19]#[N:20])=[C:3]([CH2:1][CH3:2])[C:8]=1[CH2:9][CH2:10][CH2:11][CH2:12][CH2:13][CH3:14]. (6) Given the reactants [Cl:1][C:2]1[C:3]([C:10]#[N:11])=[N:4][CH:5]=[C:6]([CH2:8]O)[CH:7]=1.S(Cl)([Cl:14])=O, predict the reaction product. The product is: [Cl:1][C:2]1[C:3]([C:10]#[N:11])=[N:4][CH:5]=[C:6]([CH2:8][Cl:14])[CH:7]=1.